This data is from Full USPTO retrosynthesis dataset with 1.9M reactions from patents (1976-2016). The task is: Predict the reactants needed to synthesize the given product. (1) Given the product [NH2:14][C:15]1[C:16]([C:17]#[N:18])=[C:19]([CH:20]=[CH:21][CH:22]=1)[O:10][CH2:9][C:8]([CH3:11])([CH3:12])[C:7]([NH:6][CH:1]1[CH2:2][CH2:3][CH2:4][CH2:5]1)=[O:13], predict the reactants needed to synthesize it. The reactants are: [CH:1]1([NH:6][C:7](=[O:13])[C:8]([CH3:12])([CH3:11])[CH2:9][OH:10])[CH2:5][CH2:4][CH2:3][CH2:2]1.[NH2:14][C:15]1[CH:22]=[CH:21][CH:20]=[C:19](F)[C:16]=1[C:17]#[N:18]. (2) Given the product [CH2:6]=[C:5]1[CH2:7][O:9][CH2:10][CH2:11][N:12]([C:13]([O:14][C:15]([CH3:18])([CH3:17])[CH3:16])=[O:19])[CH2:4]1, predict the reactants needed to synthesize it. The reactants are: [H-].[Na+].Cl[CH2:4][C:5]([CH2:7]Cl)=[CH2:6].[OH:9][CH2:10][CH2:11][NH:12][C:13](=[O:19])[O:14][C:15]([CH3:18])([CH3:17])[CH3:16].CC(O)=O. (3) Given the product [Cl:22][CH2:9][C:5]1[C:4]([CH2:11][CH:12]([C:14]2[CH:19]=[CH:18][CH:17]=[CH:16][CH:15]=2)[CH3:13])=[C:3]([O:2][CH3:1])[CH:8]=[CH:7][CH:6]=1, predict the reactants needed to synthesize it. The reactants are: [CH3:1][O:2][C:3]1[C:4]([CH2:11][CH:12]([C:14]2[CH:19]=[CH:18][CH:17]=[CH:16][CH:15]=2)[CH3:13])=[C:5]([CH2:9]O)[CH:6]=[CH:7][CH:8]=1.O=S(Cl)[Cl:22]. (4) Given the product [CH3:2][CH2:1][O:3][C:4]([C@H:6]1[CH2:11][C@H:10]([N:20]2[CH2:24][CH2:23][CH2:22][CH2:21]2)[CH2:9][CH2:8][N:7]1[C:51]([O:53][C:54]([CH3:55])([CH3:56])[CH3:57])=[O:52])=[O:5], predict the reactants needed to synthesize it. The reactants are: [CH2:1]([O:3][C:4]([CH:6]1[CH2:11][C:10](=O)[CH2:9][CH2:8][N:7]1CC1C=CC=CC=1)=[O:5])[CH3:2].[NH:20]1[CH2:24][CH2:23][CH2:22][CH2:21]1.C(O)(=O)C.C(O[BH-](OC(=O)C)OC(=O)C)(=O)C.[Na+].[CH3:55][C:54]([O:53][C:51](O[C:51]([O:53][C:54]([CH3:57])([CH3:56])[CH3:55])=[O:52])=[O:52])([CH3:57])[CH3:56]. (5) Given the product [C:1]1([N:7]2[C:12](=[O:13])[N:11]([CH2:14][CH2:15][CH2:16][CH3:17])[C:10](=[O:21])[C:26]([C:25]([OH:28])=[O:27])=[N:8]2)[CH:2]=[CH:3][CH:4]=[CH:5][CH:6]=1, predict the reactants needed to synthesize it. The reactants are: [C:1]1([N:7]2[C:12](=[O:13])[N:11]([CH2:14][C:15]3C=CC=[CH:17][CH:16]=3)[C:10](=[O:21])C(C#N)=[N:8]2)[CH:6]=[CH:5][CH:4]=[CH:3][CH:2]=1.Cl.[C:25]([OH:28])(=[O:27])[CH3:26]. (6) Given the product [Cl:20][C:21]1[CH:26]=[C:25]([C:2]2[CH:3]=[CH:4][C:5]3[CH2:11][CH2:10][CH2:9][CH2:8][N:7]([C:12]([O:14][C:15]([CH3:18])([CH3:17])[CH3:16])=[O:13])[C:6]=3[N:19]=2)[CH:24]=[CH:23][CH:22]=1, predict the reactants needed to synthesize it. The reactants are: Cl[C:2]1[CH:3]=[CH:4][C:5]2[CH2:11][CH2:10][CH2:9][CH2:8][N:7]([C:12]([O:14][C:15]([CH3:18])([CH3:17])[CH3:16])=[O:13])[C:6]=2[N:19]=1.[Cl:20][C:21]1[CH:22]=[C:23](B(O)O)[CH:24]=[CH:25][CH:26]=1.C([O-])([O-])=O.[Cs+].[Cs+].